This data is from Reaction yield outcomes from USPTO patents with 853,638 reactions. The task is: Predict the reaction yield, written as a fraction of the theoretical maximum amount of product (1.0 means a 100% yield; for example, 0.34 means a 34% yield). (1) The reactants are [Br:1][C:2]1[CH:3]=[C:4]([C:12](OC)=[O:13])[CH:5]=[N:6][C:7]=1[C:8]([F:11])([F:10])[F:9].CC(C[AlH]CC(C)C)C. The catalyst is C(Cl)Cl.CO. The product is [Br:1][C:2]1[CH:3]=[C:4]([CH2:12][OH:13])[CH:5]=[N:6][C:7]=1[C:8]([F:9])([F:10])[F:11]. The yield is 0.540. (2) The reactants are [OH-].[Na+].[Cl:3][C:4]1[N:9]=[C:8]([N:10]2[CH2:15][CH2:14][O:13][CH2:12][CH2:11]2)[CH:7]=[C:6]([CH2:16][S:17]([CH:20]([CH3:22])[CH3:21])(=[O:19])=[O:18])[N:5]=1.Br[CH2:24][CH2:25]Br. The catalyst is [Br-].C([N+](CCCC)(CCCC)CCCC)CCC.C(Cl)Cl. The yield is 0.900. The product is [Cl:3][C:4]1[N:9]=[C:8]([N:10]2[CH2:15][CH2:14][O:13][CH2:12][CH2:11]2)[CH:7]=[C:6]([C:16]2([S:17]([CH:20]([CH3:22])[CH3:21])(=[O:19])=[O:18])[CH2:25][CH2:24]2)[N:5]=1. (3) The reactants are [Cl:1][C:2]1[CH:8]=[C:7]([O:9][C:10]2[C:19]3[C:14](=[CH:15][C:16]([O:22][CH3:23])=[C:17]([O:20][CH3:21])[CH:18]=3)[N:13]=[CH:12][CH:11]=2)[CH:6]=[CH:5][C:3]=1[NH2:4].C(N(CC)CC)C.ClC(Cl)(O[C:35](=[O:41])OC(Cl)(Cl)Cl)Cl.[F:43][C:44]1[CH:49]=[CH:48][C:47]([C@H:50]([NH2:52])[CH3:51])=[CH:46][CH:45]=1. The catalyst is C(Cl)(Cl)Cl. The product is [Cl:1][C:2]1[CH:8]=[C:7]([O:9][C:10]2[C:19]3[C:14](=[CH:15][C:16]([O:22][CH3:23])=[C:17]([O:20][CH3:21])[CH:18]=3)[N:13]=[CH:12][CH:11]=2)[CH:6]=[CH:5][C:3]=1[NH:4][C:35]([NH:52][C@@H:50]([C:47]1[CH:48]=[CH:49][C:44]([F:43])=[CH:45][CH:46]=1)[CH3:51])=[O:41]. The yield is 0.370. (4) The reactants are [C:1]([O:5][C:6]([NH:8][CH:9]1[C:27](=[O:28])[N:26]2[CH:22]([CH2:23][CH:24]([O:29][C:30]3[C:39]4[C:34](=[CH:35][CH:36]=[CH:37][CH:38]=4)[CH:33]=[CH:32][N:31]=3)[CH2:25]2)[C:21](=[O:40])[NH:20][C:19]2([C:41](O)=[O:42])[CH:17]([CH2:18]2)[CH:16]=[CH:15][CH2:14][CH2:13][CH2:12][CH2:11][CH2:10]1)=[O:7])([CH3:4])([CH3:3])[CH3:2].[CH3:44][C:45]1([S:48]([NH2:51])(=[O:50])=[O:49])[CH2:47][CH2:46]1. The catalyst is CO.C(Cl)Cl. The product is [C:1]([O:5][C:6](=[O:7])[NH:8][CH:9]1[C:27](=[O:28])[N:26]2[CH:22]([CH2:23][CH:24]([O:29][C:30]3[C:39]4[C:34](=[CH:35][CH:36]=[CH:37][CH:38]=4)[CH:33]=[CH:32][N:31]=3)[CH2:25]2)[C:21](=[O:40])[NH:20][C:19]2([C:41]([NH:51][S:48]([C:45]3([CH3:44])[CH2:47][CH2:46]3)(=[O:50])=[O:49])=[O:42])[CH:17]([CH2:18]2)[CH:16]=[CH:15][CH2:14][CH2:13][CH2:12][CH2:11][CH2:10]1)([CH3:4])([CH3:3])[CH3:2]. The yield is 0.580. (5) The reactants are O=P12OP3(OP(OP(O3)(O1)=O)(=O)O2)=O.OS(O)(=O)=O.[Cl:20][C:21]1[CH:26]=[CH:25][C:24]([C:27]([CH3:42])([CH3:41])[C:28]([CH:30]([C:36]([O:38][CH2:39][CH3:40])=[O:37])[C:31](OCC)=[O:32])=[O:29])=[CH:23][C:22]=1[F:43]. No catalyst specified. The product is [Cl:20][C:21]1[CH:26]=[C:25]2[C:24](=[CH:23][C:22]=1[F:43])[C:27]([CH3:41])([CH3:42])[C:28](=[O:29])[C:30]([C:36]([O:38][CH2:39][CH3:40])=[O:37])=[C:31]2[OH:32]. The yield is 0.526. (6) The product is [CH3:13][C:14]1[N:15]([CH:39]=[C:40]([CH3:41])[CH3:42])[C:16](=[O:38])[C:17]([CH2:23][C:24]2[CH:29]=[CH:28][C:27]([C:30]3[CH:35]=[CH:34][CH:33]=[CH:32][C:31]=3[C:36]3[NH:3][C:4](=[O:7])[O:5][N:37]=3)=[CH:26][CH:25]=2)=[C:18]([CH2:20][CH2:21][CH3:22])[N:19]=1. The yield is 0.320. The catalyst is O.C(OCC)(=O)C. The reactants are [Cl-].O[NH3+:3].[C:4](=[O:7])([O-])[OH:5].[Na+].CS(C)=O.[CH3:13][C:14]1[N:15]([CH:39]=[C:40]([CH3:42])[CH3:41])[C:16](=[O:38])[C:17]([CH2:23][C:24]2[CH:29]=[CH:28][C:27]([C:30]3[C:31]([C:36]#[N:37])=[CH:32][CH:33]=[CH:34][CH:35]=3)=[CH:26][CH:25]=2)=[C:18]([CH2:20][CH2:21][CH3:22])[N:19]=1. (7) The reactants are C[Si]([C:5]#[N:6])(C)C.[NH2:7][C:8]1[CH:13]=[CH:12][C:11]([CH3:14])=[CH:10][CH:9]=1.[C:15]1(=O)[CH2:18][CH2:17][CH2:16]1. The catalyst is ClCCl. The product is [CH3:14][C:11]1[CH:12]=[CH:13][C:8]([NH:7][C:15]2([C:5]#[N:6])[CH2:18][CH2:17][CH2:16]2)=[CH:9][CH:10]=1. The yield is 0.980. (8) The reactants are [CH3:1][O:2][C:3]([C:5]1[C:9]([NH2:10])=[CH:8][S:7][CH:6]=1)=[O:4].[C:11]1([C:22]2[CH:27]=[CH:26][CH:25]=[CH:24][CH:23]=2)[CH:16]=[CH:15][C:14]([CH2:17][CH2:18][C:19](O)=[O:20])=[CH:13][CH:12]=1. No catalyst specified. The product is [CH3:1][O:2][C:3]([C:5]1[C:9]([NH:10][C:19](=[O:20])[CH2:18][CH2:17][C:14]2[CH:15]=[CH:16][C:11]([C:22]3[CH:27]=[CH:26][CH:25]=[CH:24][CH:23]=3)=[CH:12][CH:13]=2)=[CH:8][S:7][CH:6]=1)=[O:4]. The yield is 0.570.